This data is from Retrosynthesis with 50K atom-mapped reactions and 10 reaction types from USPTO. The task is: Predict the reactants needed to synthesize the given product. Given the product COc1ccc2c(c1)c(CCN1CCCCC1CC1CCCCC1)c(C)n2C(=O)c1ccc(Cl)cc1Br, predict the reactants needed to synthesize it. The reactants are: COc1ccc2[nH]c(C)c(CCN3CCCCC3CC3CCCCC3)c2c1.O=C(Cl)c1ccc(Cl)cc1Br.